This data is from Full USPTO retrosynthesis dataset with 1.9M reactions from patents (1976-2016). The task is: Predict the reactants needed to synthesize the given product. Given the product [F:9][C:5]1[C:6]([O:45][C:43]2[CH:42]=[C:32]([CH:31]=[C:30]([O:29][C@@H:28]([CH3:46])[CH2:27][OH:26])[CH:44]=2)[C:33]([NH:35][C:36]2[CH:40]=[CH:39][N:38]([CH3:41])[N:37]=2)=[O:34])=[CH:7][C:2]2[O:15][CH2:16][CH2:17][CH2:13][S:10](=[O:11])(=[O:12])[C:3]=2[CH:4]=1, predict the reactants needed to synthesize it. The reactants are: F[C:2]1[CH:7]=[C:6](F)[C:5]([F:9])=[CH:4][C:3]=1[S:10]([CH:13]1[CH2:17][CH2:16][O:15]C1=O)(=[O:12])=[O:11].[Si]([O:26][CH2:27][C@H:28]([CH3:46])[O:29][C:30]1[CH:31]=[C:32]([CH:42]=[C:43]([OH:45])[CH:44]=1)[C:33]([NH:35][C:36]1[CH:40]=[CH:39][N:38]([CH3:41])[N:37]=1)=[O:34])(C(C)(C)C)(C)C.C(=O)([O-])[O-].[Cs+].[Cs+].